Dataset: Catalyst prediction with 721,799 reactions and 888 catalyst types from USPTO. Task: Predict which catalyst facilitates the given reaction. (1) Reactant: [F:1][C:2]1[C:3]([C:10]2[CH:19]=[CH:18][C:13]([C:14]([O:16][CH3:17])=[O:15])=[CH:12][C:11]=2[C:20]2([CH:25]=[O:26])[CH2:24][CH2:23][CH2:22][CH2:21]2)=[CH:4][C:5]([O:8][CH3:9])=[N:6][CH:7]=1.O=[O+][O-].[BH4-].[Na+].CCOC(C)=O. Product: [F:1][C:2]1[C:3]([C:10]2[CH:19]=[CH:18][C:13]([C:14]([O:16][CH3:17])=[O:15])=[CH:12][C:11]=2[C:20]2([CH2:25][OH:26])[CH2:24][CH2:23][CH2:22][CH2:21]2)=[CH:4][C:5]([O:8][CH3:9])=[N:6][CH:7]=1. The catalyst class is: 61. (2) Reactant: C([O:8][C:9]1[CH:14]=[CH:13][N:12]([C:15]2[CH:23]=[CH:22][C:21]3[C:17](=[C:18]([CH3:27])[N:19]([CH:24]4[CH2:26][CH2:25]4)[N:20]=3)[CH:16]=2)[C:11](=[O:28])[CH:10]=1)C1C=CC=CC=1. Product: [CH:24]1([N:19]2[C:18]([CH3:27])=[C:17]3[C:21]([CH:22]=[CH:23][C:15]([N:12]4[CH:13]=[CH:14][C:9]([OH:8])=[CH:10][C:11]4=[O:28])=[CH:16]3)=[N:20]2)[CH2:25][CH2:26]1. The catalyst class is: 129. (3) Reactant: [CH2:1]([N:8]1[CH2:12][C@H:11]2[C:13](=[O:16])[CH2:14][CH2:15][C@H:10]2[CH2:9]1)[C:2]1[CH:7]=[CH:6][CH:5]=[CH:4][CH:3]=1.[BH4-].[Na+]. Product: [CH2:1]([N:8]1[CH2:12][C@H:11]2[C@@H:13]([OH:16])[CH2:14][CH2:15][C@H:10]2[CH2:9]1)[C:2]1[CH:3]=[CH:4][CH:5]=[CH:6][CH:7]=1. The catalyst class is: 5. (4) Reactant: [C:1]([C:5]1[C:6](=[O:15])[NH:7][C:8]2[C:13]([CH:14]=1)=[CH:12][CH:11]=[CH:10][CH:9]=2)([CH3:4])([CH3:3])[CH3:2].Br[CH2:17][CH2:18][C:19]([CH3:22])([CH3:21])[CH3:20].[C:23](=O)([O-])[O-:24].[Cs+].[Cs+]. Product: [C:1]([C:5]1[C:6](=[O:15])[N:7]([CH2:17][CH2:18][C:19]([CH3:22])([CH3:21])[CH3:20])[C:8]2[C:13]([CH:14]=1)=[CH:12][CH:11]=[C:10]([O:24][CH3:23])[CH:9]=2)([CH3:4])([CH3:2])[CH3:3]. The catalyst class is: 3.